From a dataset of NCI-60 drug combinations with 297,098 pairs across 59 cell lines. Regression. Given two drug SMILES strings and cell line genomic features, predict the synergy score measuring deviation from expected non-interaction effect. Drug 1: CN1C2=C(C=C(C=C2)N(CCCl)CCCl)N=C1CCCC(=O)O.Cl. Drug 2: C1CNP(=O)(OC1)N(CCCl)CCCl. Cell line: MDA-MB-231. Synergy scores: CSS=2.25, Synergy_ZIP=-0.0481, Synergy_Bliss=2.44, Synergy_Loewe=0.536, Synergy_HSA=1.70.